Dataset: Catalyst prediction with 721,799 reactions and 888 catalyst types from USPTO. Task: Predict which catalyst facilitates the given reaction. (1) Reactant: C(OC(=O)[NH:7][CH2:8][C:9]1[CH:14]=[CH:13][C:12]([O:15][CH2:16][C:17](=[O:19])[NH2:18])=[C:11]([CH:20]2[CH2:25][CH2:24][N:23]([C:26]([C:28]3[C:36]4[C:31](=[C:32]([O:37][C:38]([F:41])([F:40])[F:39])[CH:33]=[CH:34][CH:35]=4)[N:30]([CH2:42][CH2:43][O:44][CH3:45])[CH:29]=3)=[O:27])[CH2:22][CH2:21]2)[CH:10]=1)(C)(C)C.[ClH:47]. Product: [ClH:47].[NH2:7][CH2:8][C:9]1[CH:14]=[CH:13][C:12]([O:15][CH2:16][C:17]([NH2:18])=[O:19])=[C:11]([CH:20]2[CH2:21][CH2:22][N:23]([C:26]([C:28]3[C:36]4[C:31](=[C:32]([O:37][C:38]([F:41])([F:39])[F:40])[CH:33]=[CH:34][CH:35]=4)[N:30]([CH2:42][CH2:43][O:44][CH3:45])[CH:29]=3)=[O:27])[CH2:24][CH2:25]2)[CH:10]=1. The catalyst class is: 12. (2) Reactant: [C:1]([O:4][CH2:5][C@@H:6]1[C@@H:13]2[C@@H:9]([O:10][C:11]([CH3:15])([CH3:14])[O:12]2)[C@H:8]([N:16]2[CH:24]=[N:23][C:22]3[C:17]2=[N:18][CH:19]=[N:20][C:21]=3[NH2:25])[O:7]1)(=[O:3])[CH3:2].[C:26]1([N:32]=[C:33]=[O:34])[CH:31]=[CH:30][CH:29]=[CH:28][CH:27]=1. Product: [C:1]([O:4][CH2:5][C@@H:6]1[C@@H:13]2[C@@H:9]([O:10][C:11]([CH3:15])([CH3:14])[O:12]2)[C@H:8]([N:16]2[CH:24]=[N:23][C:22]3[C:17]2=[N:18][CH:19]=[N:20][C:21]=3[NH:25][C:33]([NH:32][C:26]2[CH:31]=[CH:30][CH:29]=[CH:28][CH:27]=2)=[O:34])[O:7]1)(=[O:3])[CH3:2]. The catalyst class is: 751. (3) Reactant: [N+:1]([C:4]1[CH:5]=[C:6]([C:10]#[C:11][CH2:12][CH2:13][CH2:14][NH:15][C:16](=[O:22])[O:17][C:18]([CH3:21])([CH3:20])[CH3:19])[CH:7]=[N:8][CH:9]=1)([O-])=O. Product: [NH2:1][C:4]1[CH:5]=[C:6]([CH2:10][CH2:11][CH2:12][CH2:13][CH2:14][NH:15][C:16](=[O:22])[O:17][C:18]([CH3:20])([CH3:19])[CH3:21])[CH:7]=[N:8][CH:9]=1. The catalyst class is: 261. (4) Reactant: [Cl:1][C:2]1[C:7]([C:8]2[CH:13]=[CH:12][CH:11]=[C:10]([CH2:14][CH3:15])[CH:9]=2)=[C:6]([C:16]([C@@H:24]2[CH2:29][CH2:28][CH2:27][N:26](C(OC(C)(C)C)=O)[CH2:25]2)([OH:23])[CH2:17][CH2:18][CH2:19][CH2:20][CH2:21][OH:22])[CH:5]=[CH:4][CH:3]=1.Cl. Product: [Cl:1][C:2]1[C:7]([C:8]2[CH:13]=[CH:12][CH:11]=[C:10]([CH2:14][CH3:15])[CH:9]=2)=[C:6]([C:16]([C@@H:24]2[CH2:29][CH2:28][CH2:27][NH:26][CH2:25]2)([OH:23])[CH2:17][CH2:18][CH2:19][CH2:20][CH2:21][OH:22])[CH:5]=[CH:4][CH:3]=1. The catalyst class is: 23. (5) Reactant: [C:1]([NH:4][CH2:5][CH2:6][CH2:7][S:8]([O:11][CH2:12][C:13]([CH3:31])([CH3:30])[CH:14]([O:20]CC1C=CC(OC)=CC=1)[C:15]([O:17][CH2:18][CH3:19])=[O:16])(=[O:10])=[O:9])(=[O:3])[CH3:2]. Product: [C:1]([NH:4][CH2:5][CH2:6][CH2:7][S:8]([O:11][CH2:12][C:13]([CH3:30])([CH3:31])[CH:14]([OH:20])[C:15]([O:17][CH2:18][CH3:19])=[O:16])(=[O:9])=[O:10])(=[O:3])[CH3:2]. The catalyst class is: 63. (6) Product: [NH:15]1[C:16]2[C:17](=[CH:18][CH:19]=[CH:20][CH:21]=2)[C:13]([CH2:12][C:1]([C:2]2[CH:7]=[CH:6][CH:5]=[CH:4][CH:3]=2)=[O:8])=[CH:14]1. The catalyst class is: 35. Reactant: [CH:1](=[O:8])[C:2]1[CH:7]=[CH:6][CH:5]=[CH:4][CH:3]=1.CN([CH2:12][C:13]1[C:17]2[CH:18]=[CH:19][CH:20]=[CH:21][C:16]=2[NH:15][CH:14]=1)C.Cl. (7) Reactant: [Br:1][C:2]1[C:3]([O:20][CH3:21])=[N:4][CH:5]=[CH:6][C:7]=1[NH:8][CH:9]=[C:10]1[C:15](=[O:16])OC(C)(C)OC1=O.C1(OC2C=CC=CC=2)C=CC=CC=1. Product: [Br:1][C:2]1[C:3]([O:20][CH3:21])=[N:4][CH:5]=[C:6]2[C:7]=1[NH:8][CH:9]=[CH:10][C:15]2=[O:16]. The catalyst class is: 81. (8) Reactant: [CH:1](=[N:8][OH:9])[C:2]1[CH:7]=[CH:6][CH:5]=[CH:4][CH:3]=1.[Cl:10]N1C(=O)CCC1=O. Product: [Cl:10][C:1](=[N:8][OH:9])[C:2]1[CH:7]=[CH:6][CH:5]=[CH:4][CH:3]=1. The catalyst class is: 3.